This data is from Catalyst prediction with 721,799 reactions and 888 catalyst types from USPTO. The task is: Predict which catalyst facilitates the given reaction. Reactant: [CH2:1]([O:3][C:4](=[O:18])[C:5]([CH:7](OC(=O)C)[C:8]1[CH:13]=[CH:12][CH:11]=[CH:10][CH:9]=1)=[CH2:6])[CH3:2].N12CCN(CC1)CC2.[Br:27][C:28]1[CH:34]=[CH:33][C:31]([NH2:32])=[CH:30][CH:29]=1. Product: [CH2:1]([O:3][C:4](=[O:18])[C:5]([CH:7]([NH:32][C:31]1[CH:33]=[CH:34][C:28]([Br:27])=[CH:29][CH:30]=1)[C:8]1[CH:9]=[CH:10][CH:11]=[CH:12][CH:13]=1)=[CH2:6])[CH3:2]. The catalyst class is: 30.